Task: Predict the reaction yield, written as a fraction of the theoretical maximum amount of product (1.0 means a 100% yield; for example, 0.34 means a 34% yield).. Dataset: Reaction yield outcomes from USPTO patents with 853,638 reactions (1) The reactants are [CH3:1][CH:2]1[CH2:7][N:6]([CH3:8])[CH2:5][CH2:4][N:3]1[C:9]1[CH:14]=[CH:13][N:12]=[CH:11][C:10]=1[N+:15]([O-])=O. The catalyst is CO.[Pd]. The product is [CH3:1][CH:2]1[CH2:7][N:6]([CH3:8])[CH2:5][CH2:4][N:3]1[C:9]1[CH:14]=[CH:13][N:12]=[CH:11][C:10]=1[NH2:15]. The yield is 0.910. (2) The reactants are [CH3:1][C:2]1([CH3:23])[CH2:6][O:5][C:4]2=[CH:7][C:8]3[O:9][CH2:10][C:11]4([C:21]=3[CH:22]=[C:3]12)[C:19]1[C:14](=[CH:15][CH:16]=[CH:17][CH:18]=1)[NH:13][C:12]4=[O:20].N1C2C(=CC=CC=2)C2(C3=CC4OCOC=4C=C3OC2)C1=O.S(O[CH2:56][CH:57]1[CH2:62][CH2:61][N:60]([C:63]([O:65][C:66]([CH3:69])([CH3:68])[CH3:67])=[O:64])[CH2:59][CH2:58]1)(C1C=CC(C)=CC=1)(=O)=O.FC1C=CC(CBr)=CC=1. No catalyst specified. The product is [CH3:1][C:2]1([CH3:23])[CH2:6][O:5][C:4]2=[CH:7][C:8]3[O:9][CH2:10][C:11]4([C:21]=3[CH:22]=[C:3]12)[C:19]1[C:14](=[CH:15][CH:16]=[CH:17][CH:18]=1)[N:13]([CH2:56][CH:57]1[CH2:62][CH2:61][N:60]([C:63]([O:65][C:66]([CH3:67])([CH3:69])[CH3:68])=[O:64])[CH2:59][CH2:58]1)[C:12]4=[O:20]. The yield is 0.700.